Dataset: Forward reaction prediction with 1.9M reactions from USPTO patents (1976-2016). Task: Predict the product of the given reaction. (1) Given the reactants CN(C(ON1N=NC2C=CC=NC1=2)=[N+](C)C)C.F[P-](F)(F)(F)(F)F.[CH:25]1([N:30]2[CH2:40][C:39]([CH3:42])([CH3:41])[C:38](=[O:43])[N:37]([CH3:44])[C:36]3[C:31]2=[N:32][C:33]([NH:45][C:46]2[CH:54]=[CH:53][C:49]([C:50](O)=[O:51])=[CH:48][C:47]=2[O:55][CH3:56])=[N:34][CH:35]=3)[CH2:29][CH2:28][CH2:27][CH2:26]1.CCN(C(C)C)C(C)C.[NH2:66][CH:67]1[CH2:72][CH2:71][N:70]([CH2:73][CH2:74][O:75][CH3:76])[CH2:69][CH2:68]1, predict the reaction product. The product is: [CH:25]1([N:30]2[CH2:40][C:39]([CH3:41])([CH3:42])[C:38](=[O:43])[N:37]([CH3:44])[C:36]3[C:31]2=[N:32][C:33]([NH:45][C:46]2[CH:54]=[CH:53][C:49]([C:50]([NH:66][CH:67]4[CH2:72][CH2:71][N:70]([CH2:73][CH2:74][O:75][CH3:76])[CH2:69][CH2:68]4)=[O:51])=[CH:48][C:47]=2[O:55][CH3:56])=[N:34][CH:35]=3)[CH2:26][CH2:27][CH2:28][CH2:29]1. (2) Given the reactants [CH2:1]([N:3]([CH2:37][CH3:38])[CH2:4][CH2:5][CH2:6][NH:7][C:8]1[N:9]=[C:10]([C:27]2[CH:28]=[C:29]([CH:33]=[CH:34][C:35]=2[CH3:36])[C:30](O)=[O:31])[C:11]2[CH:17]=[CH:16][C:15](=[O:18])[N:14]([C:19]3[C:24]([F:25])=[CH:23][CH:22]=[CH:21][C:20]=3[F:26])[C:12]=2[N:13]=1)[CH3:2].CN(C(O[N:47]1N=[N:54][C:49]2C=[CH:51][CH:52]=[CH:53][C:48]1=2)=[N+](C)C)C.F[P-](F)(F)(F)(F)F.C(N(CC)CC)C.NC1C=NC=CC=1, predict the reaction product. The product is: [CH2:37]([N:3]([CH2:1][CH3:2])[CH2:4][CH2:5][CH2:6][NH:7][C:8]1[N:9]=[C:10]([C:27]2[CH:28]=[C:29]([CH:33]=[CH:34][C:35]=2[CH3:36])[C:30]([NH:47][C:48]2[CH:49]=[N:54][CH:51]=[CH:52][CH:53]=2)=[O:31])[C:11]2[CH:17]=[CH:16][C:15](=[O:18])[N:14]([C:19]3[C:24]([F:25])=[CH:23][CH:22]=[CH:21][C:20]=3[F:26])[C:12]=2[N:13]=1)[CH3:38]. (3) Given the reactants [CH:1]1([CH2:4][O:5][C:6]2[CH:11]=[CH:10][C:9]([CH3:12])=[CH:8][C:7]=2[C:13]2[CH:18]=[CH:17][N:16]=[C:15]3[C:19]([C:23]([O:25][CH2:26][CH3:27])=[O:24])=[C:20]([CH3:22])[NH:21][C:14]=23)[CH2:3][CH2:2]1.Cl[CH2:29][O:30][CH2:31][CH2:32][Si:33]([CH3:36])([CH3:35])[CH3:34], predict the reaction product. The product is: [CH:1]1([CH2:4][O:5][C:6]2[CH:11]=[CH:10][C:9]([CH3:12])=[CH:8][C:7]=2[C:13]2[CH:18]=[CH:17][N:16]=[C:15]3[C:19]([C:23]([O:25][CH2:26][CH3:27])=[O:24])=[C:20]([CH3:22])[N:21]([CH2:29][O:30][CH2:31][CH2:32][Si:33]([CH3:36])([CH3:35])[CH3:34])[C:14]=23)[CH2:3][CH2:2]1. (4) Given the reactants [S:1]1[CH:5]=[CH:4][CH:3]=[C:2]1[CH:6]=O.[C:8]([CH2:10][C:11]([NH2:13])=[S:12])#[N:9], predict the reaction product. The product is: [C:8]([C:10](=[CH:6][C:2]1[S:1][CH:5]=[CH:4][CH:3]=1)[C:11](=[S:12])[NH2:13])#[N:9]. (5) Given the reactants [F-:1].[K+].[Cl:3][C:4]1[C:9]([C:10]2[C:15]([Cl:16])=[CH:14][N:13]=[CH:12][N:11]=2)=[C:8](Cl)[N:7]2[N:18]=[C:19]([CH3:21])[N:20]=[C:6]2[N:5]=1.[F:22][CH:23]([F:28])[C@:24](F)([NH2:26])[CH3:25].O, predict the reaction product. The product is: [Cl:3][C:4]1[C:9]([C:10]2[C:15]([Cl:16])=[CH:14][N:13]=[CH:12][N:11]=2)=[C:8]([NH:26][C@@H:24]([CH3:25])[C:23]([F:28])([F:1])[F:22])[N:7]2[N:18]=[C:19]([CH3:21])[N:20]=[C:6]2[N:5]=1.